Dataset: Reaction yield outcomes from USPTO patents with 853,638 reactions. Task: Predict the reaction yield, written as a fraction of the theoretical maximum amount of product (1.0 means a 100% yield; for example, 0.34 means a 34% yield). (1) The reactants are [F-].[Cs+].[CH2:3]([O:10][N:11]1[C:17](=[O:18])[N:16]2[CH2:19][C@H:12]1[CH2:13][CH2:14][C@H:15]2[C:20]1[CH:24]=[C:23]([Si](C)(C)C)[O:22][N:21]=1)[C:4]1[CH:9]=[CH:8][CH:7]=[CH:6][CH:5]=1. The catalyst is CC#N.CCO. The product is [CH2:3]([O:10][N:11]1[C:17](=[O:18])[N:16]2[CH2:19][C@H:12]1[CH2:13][CH2:14][C@H:15]2[C:20]1[CH:24]=[CH:23][O:22][N:21]=1)[C:4]1[CH:9]=[CH:8][CH:7]=[CH:6][CH:5]=1. The yield is 0.770. (2) The reactants are Br[C:2]1[CH:7]=[CH:6][C:5]([C:8]2[N:12]=[CH:11][N:10]([C:13]3[CH:18]=[CH:17][C:16]([O:19][C:20]([F:23])([F:22])[F:21])=[CH:15][CH:14]=3)[N:9]=2)=[CH:4][CH:3]=1.[CH3:24][N:25](C)C=O. The catalyst is [C-]#N.[Zn+2].[C-]#N.C1C=CC(P(C2C=CC=CC=2)C2C=CC=CC=2)=CC=1.C1C=CC(P(C2C=CC=CC=2)C2C=CC=CC=2)=CC=1.C1C=CC(P(C2C=CC=CC=2)C2C=CC=CC=2)=CC=1.C1C=CC(P(C2C=CC=CC=2)C2C=CC=CC=2)=CC=1.[Pd]. The product is [F:21][C:20]([F:23])([F:22])[O:19][C:16]1[CH:17]=[CH:18][C:13]([N:10]2[CH:11]=[N:12][C:8]([C:5]3[CH:6]=[CH:7][C:2]([C:24]#[N:25])=[CH:3][CH:4]=3)=[N:9]2)=[CH:14][CH:15]=1. The yield is 0.940. (3) The reactants are CC(OC)(C)C.O.[CH3:8][CH:9]([CH3:21])[C:10]([O:12][CH:13]([O:17][C:18]([CH3:20])=[S:19])[CH:14]([CH3:16])[CH3:15])=[O:11].FC(F)(F)[C@@H](C1C2C(C=C3C=1C=CC=C3)=CC=CC=2)O. The catalyst is C(O)CO. The product is [CH3:8][CH:9]([CH3:21])[C:10]([O:12][C@@H:13]([O:17][C:18]([CH3:20])=[S:19])[CH:14]([CH3:15])[CH3:16])=[O:11]. The yield is 0.700. (4) The reactants are [CH2:1]([O:8][C:9]1[CH:14]=[CH:13][C:12]([N:15]2[C:19]([CH3:20])=[C:18]([C:21](O)=[O:22])[N:17]=[C:16]2[C:24]2[CH:29]=[CH:28][C:27]([Cl:30])=[CH:26][C:25]=2[Cl:31])=[CH:11][CH:10]=1)[C:2]1[CH:7]=[CH:6][CH:5]=[CH:4][CH:3]=1.C(Cl)(=O)C(Cl)=O.C(N(CC)CC)C.[NH2:45][N:46]1[CH2:51][CH2:50][CH2:49][CH2:48][CH2:47]1. The catalyst is C(Cl)Cl.CN(C=O)C.O. The product is [N:46]1([NH:45][C:21]([C:18]2[N:17]=[C:16]([C:24]3[CH:29]=[CH:28][C:27]([Cl:30])=[CH:26][C:25]=3[Cl:31])[N:15]([C:12]3[CH:13]=[CH:14][C:9]([O:8][CH2:1][C:2]4[CH:7]=[CH:6][CH:5]=[CH:4][CH:3]=4)=[CH:10][CH:11]=3)[C:19]=2[CH3:20])=[O:22])[CH2:51][CH2:50][CH2:49][CH2:48][CH2:47]1. The yield is 0.740. (5) The reactants are [CH3:1][O:2][C:3]1[CH:8]=[CH:7][C:6]([S:9](Cl)(=[O:11])=[O:10])=[CH:5][CH:4]=1.[NH:13]1[CH2:18][CH2:17][NH:16][CH2:15][CH2:14]1.[K+].[Br-]. The catalyst is C(Cl)Cl.N1C=CC=CC=1. The product is [CH3:1][O:2][C:3]1[CH:8]=[CH:7][C:6]([S:9]([N:13]2[CH2:18][CH2:17][NH:16][CH2:15][CH2:14]2)(=[O:11])=[O:10])=[CH:5][CH:4]=1. The yield is 0.880. (6) The product is [C:1]([O:5][C:6](=[O:21])[CH2:7][O:8][C:9]1[C:18]2[CH2:17][CH2:16][CH2:15][C:14](=[O:19])[C:13]=2[CH:12]=[C:11]([C:22]2[CH:27]=[CH:26][CH:25]=[CH:24][CH:23]=2)[CH:10]=1)([CH3:4])([CH3:3])[CH3:2]. The catalyst is O.C(OCC)(=O)C.C1C=CC(P(C2C=CC=CC=2)[C-]2C=CC=C2)=CC=1.C1C=CC(P(C2C=CC=CC=2)[C-]2C=CC=C2)=CC=1.Cl[Pd]Cl.[Fe+2]. The reactants are [C:1]([O:5][C:6](=[O:21])[CH2:7][O:8][C:9]1[C:18]2[CH2:17][CH2:16][CH2:15][C:14](=[O:19])[C:13]=2[CH:12]=[C:11](Br)[CH:10]=1)([CH3:4])([CH3:3])[CH3:2].[C:22]1(B(O)O)[CH:27]=[CH:26][CH:25]=[CH:24][CH:23]=1.C(=O)([O-])[O-].[Cs+].[Cs+].C(COC)OC. The yield is 0.700.